From a dataset of Full USPTO retrosynthesis dataset with 1.9M reactions from patents (1976-2016). Predict the reactants needed to synthesize the given product. (1) Given the product [C:51]([O:50][C:49]([NH:48][C@@H:32]([C:33]1[CH:38]=[C:37]([C:2]2[CH:23]=[C:22]([NH:24][CH2:25][CH:26]3[CH2:28][CH2:27]3)[CH:21]=[C:4]([CH2:5][O:6][C:7]3[CH:12]=[CH:11][CH:10]=[CH:9][C:8]=3[CH2:13][C:14]([O:16][C:17]([CH3:20])([CH3:19])[CH3:18])=[O:15])[CH:3]=2)[CH:36]=[CH:35][CH:34]=1)[CH2:31][CH2:30][OH:29])=[O:55])([CH3:54])([CH3:52])[CH3:53], predict the reactants needed to synthesize it. The reactants are: Cl[C:2]1[CH:3]=[C:4]([CH:21]=[C:22]([NH:24][CH2:25][CH:26]2[CH2:28][CH2:27]2)[CH:23]=1)[CH2:5][O:6][C:7]1[CH:12]=[CH:11][CH:10]=[CH:9][C:8]=1[CH2:13][C:14]([O:16][C:17]([CH3:20])([CH3:19])[CH3:18])=[O:15].[OH:29][CH2:30][CH2:31][C@@H:32]([NH:48][C:49](=[O:55])[O:50][C:51]([CH3:54])([CH3:53])[CH3:52])[C:33]1[CH:38]=[CH:37][CH:36]=[C:35](B2OC(C)(C)C(C)(C)O2)[CH:34]=1. (2) Given the product [N+:29]([C:32]1[CH:33]=[CH:34][C:35]([C:36]([O:9][C@@H:2]([CH2:3][CH2:4][CH2:5][CH2:6][CH2:7][CH3:8])[CH3:1])=[O:37])=[CH:39][CH:40]=1)([O-:31])=[O:30].[CH3:1][C@H:2]([OH:9])[CH2:3][CH2:4][CH2:5][CH2:6][CH2:7][CH3:8], predict the reactants needed to synthesize it. The reactants are: [CH3:1][C@H:2]([OH:9])[CH2:3][CH2:4][CH2:5][CH2:6][CH2:7][CH3:8].C1(P(C2C=CC=CC=2)C2C=CC=CC=2)C=CC=CC=1.[N+:29]([C:32]1[CH:40]=[CH:39][C:35]([C:36](O)=[O:37])=[CH:34][CH:33]=1)([O-:31])=[O:30].COCCOC(N=NC(OCCOC)=O)=O. (3) Given the product [O:42]=[C:43]1[CH:47]=[CH:46][C:45](=[O:48])[N:44]1[CH2:49][CH2:50][NH:51][C:6](=[O:8])[CH2:5][CH2:4][CH2:3][C:2]([NH:16][C:17]1[CH:18]=[N:19][C:20]([C:23]2[N:28]=[N:27][C:26]([C:29]3[CH:34]=[CH:33][CH:32]=[CH:31][N:30]=3)=[N:25][N:24]=2)=[CH:21][CH:22]=1)=[O:1], predict the reactants needed to synthesize it. The reactants are: [O:1]=[C:2]([NH:16][C:17]1[CH:18]=[N:19][C:20]([C:23]2[N:24]=[N:25][C:26]([C:29]3[CH:34]=[CH:33][CH:32]=[CH:31][N:30]=3)=[N:27][N:28]=2)=[CH:21][CH:22]=1)[CH2:3][CH2:4][CH2:5][C:6]([O:8]N1C(=O)CCC1=O)=O.FC(F)(F)C([O-])=O.[O:42]=[C:43]1[CH:47]=[CH:46][C:45](=[O:48])[N:44]1[CH2:49][CH2:50][NH3+:51].C(N(C(C)C)CC)(C)C.CO. (4) Given the product [C:47]([C:49]1[CH:50]=[C:51]2[C:55](=[CH:56][CH:57]=1)[NH:54][C:53](=[O:58])[C@@:52]2([NH:68][C:69]([N:45]1[CH2:44][C:42]2([CH2:41][N:40]([CH:37]3[CH2:1][CH2:2][N:3]([CH:4]([CH3:5])[CH3:6])[CH2:7][CH2:9]3)[CH2:43]2)[CH2:46]1)=[O:70])[C:59]1[C:60]([O:65][CH2:66][CH3:67])=[N:61][CH:62]=[CH:63][CH:64]=1)#[N:48], predict the reactants needed to synthesize it. The reactants are: [CH3:1][CH2:2][N:3]([CH:7]([CH3:9])C)[CH:4]([CH3:6])[CH3:5].FC(F)(F)C(O)=O.FC(F)(F)C(O)=O.FC(F)(F)C(O)=O.C(N1CC[CH:37]([N:40]2[CH2:43][C:42]3([CH2:46][NH:45][CH2:44]3)[CH2:41]2)CC1)(C)C.[C:47]([C:49]1[CH:50]=[C:51]2[C:55](=[CH:56][CH:57]=1)[NH:54][C:53](=[O:58])[C@@:52]2([NH:68][C:69](=O)[O:70]C1C=CC=CC=1)[C:59]1[C:60]([O:65][CH2:66][CH3:67])=[N:61][CH:62]=[CH:63][CH:64]=1)#[N:48].C([O-])([O-])=O.[K+].[K+]. (5) Given the product [Si:1]([O:8][C:9]1[C:10]2[NH:16][CH:17]=[N:15][C:11]=2[CH:12]=[CH:13][CH:14]=1)([C:4]([CH3:7])([CH3:6])[CH3:5])([CH3:3])[CH3:2], predict the reactants needed to synthesize it. The reactants are: [Si:1]([O:8][C:9]1[CH:14]=[CH:13][CH:12]=[C:11]([NH2:15])[C:10]=1[NH2:16])([C:4]([CH3:7])([CH3:6])[CH3:5])([CH3:3])[CH3:2].[C:17](OC(OCC)OCC)(=O)C. (6) Given the product [NH2:15][CH2:14][CH2:13][N:10]1[CH2:11][CH2:12][CH:8]([OH:7])[CH2:9]1, predict the reactants needed to synthesize it. The reactants are: [H-].[H-].[H-].[H-].[Li+].[Al+3].[OH:7][C@H:8]1[CH2:12][CH2:11][N:10]([CH2:13][C:14]#[N:15])[CH2:9]1. (7) The reactants are: [OH:1][C:2]1[CH:3]=[C:4]2[C:9](=[CH:10][CH:11]=1)[N:8]=[C:7]([C:12]1[CH:13]=[N:14][CH:15]=[CH:16][CH:17]=1)[N:6]=[C:5]2[NH:18][C:19]1[CH:27]=[CH:26][CH:25]=[CH:24][C:20]=1[C:21]([NH2:23])=[O:22].Cl[CH2:29][C:30]([NH:32][CH3:33])=[O:31].C(=O)([O-])[O-].[Cs+].[Cs+].[I-].[K+]. Given the product [CH3:33][NH:32][C:30](=[O:31])[CH2:29][O:1][C:2]1[CH:3]=[C:4]2[C:9](=[CH:10][CH:11]=1)[N:8]=[C:7]([C:12]1[CH:13]=[N:14][CH:15]=[CH:16][CH:17]=1)[N:6]=[C:5]2[NH:18][C:19]1[CH:27]=[CH:26][CH:25]=[CH:24][C:20]=1[C:21]([NH2:23])=[O:22], predict the reactants needed to synthesize it. (8) The reactants are: Br[C:2]1[CH:3]=[C:4]([CH3:12])[CH:5]=[C:6]2[C:11]=1[N:10]=[CH:9][N:8]=[CH:7]2.[CH2:13](N(CC)CC)[CH3:14].C([B-](F)(F)F)=C.[K+]. Given the product [CH3:12][C:4]1[CH:5]=[C:6]2[C:11](=[C:2]([CH:13]=[CH2:14])[CH:3]=1)[N:10]=[CH:9][N:8]=[CH:7]2, predict the reactants needed to synthesize it.